This data is from Full USPTO retrosynthesis dataset with 1.9M reactions from patents (1976-2016). The task is: Predict the reactants needed to synthesize the given product. (1) Given the product [CH3:47][O:48][C:49]1[CH:50]=[C:51]([CH:55]=[CH:56][C:57]=1[O:58][CH3:59])[C:52]([O:18][CH2:17][C@@H:10]1[C@@H:11]([OH:16])[C@H:12]([OH:15])[C@@H:13]([OH:14])[C@H:8]([C:5]2[CH:6]=[CH:7][C:2]([Cl:1])=[C:3]([CH2:19][C:20]3[S:21][C:22]([C:25]4[CH:29]=[CH:28][S:27][CH:26]=4)=[CH:23][N:24]=3)[CH:4]=2)[O:9]1)=[O:53], predict the reactants needed to synthesize it. The reactants are: [Cl:1][C:2]1[CH:7]=[CH:6][C:5]([C@H:8]2[C@H:13]([OH:14])[C@@H:12]([OH:15])[C@H:11]([OH:16])[C@@H:10]([CH2:17][OH:18])[O:9]2)=[CH:4][C:3]=1[CH2:19][C:20]1[S:21][C:22]([C:25]2[CH:29]=[CH:28][S:27][CH:26]=2)=[CH:23][N:24]=1.CCN=C=NCCCN(C)C.N1C=CC=CC=1.[CH3:47][O:48][C:49]1[CH:50]=[C:51]([CH:55]=[CH:56][C:57]=1[O:58][CH3:59])[C:52](O)=[O:53]. (2) Given the product [F:26][C:14]1[C:15]([F:25])=[C:16]([N:19]2[CH2:20][CH2:21][O:22][CH2:23][CH2:24]2)[CH:17]=[CH:18][C:13]=1[N:6]1[CH:7]=[C:8]([O:11][CH3:12])[C:9](=[O:10])[C:4]([C:1]2[N:41]([C:35]3[CH:40]=[CH:39][CH:38]=[CH:37][CH:36]=3)[N:42]=[CH:27][CH:2]=2)=[N:5]1, predict the reactants needed to synthesize it. The reactants are: [C:1]([C:4]1[C:9](=[O:10])[C:8]([O:11][CH3:12])=[CH:7][N:6]([C:13]2[CH:18]=[CH:17][C:16]([N:19]3[CH2:24][CH2:23][O:22][CH2:21][CH2:20]3)=[C:15]([F:25])[C:14]=2[F:26])[N:5]=1)(=O)[CH3:2].[CH3:27]OC(OC)N(C)C.[C:35]1([NH:41][NH2:42])[CH:40]=[CH:39][CH:38]=[CH:37][CH:36]=1. (3) Given the product [ClH:32].[CH3:1][C@H:2]1[C:11]2[N:10]=[C:9]([N:12]3[CH2:17][CH2:16][O:15][CH2:14][C@H:13]3[CH3:18])[CH:8]=[CH:7][C:6]=2[CH2:5][NH:4][CH2:3]1, predict the reactants needed to synthesize it. The reactants are: [CH3:1][C@H:2]1[C:11]2[N:10]=[C:9]([N:12]3[CH2:17][CH2:16][O:15][CH2:14][C@H:13]3[CH3:18])[CH:8]=[CH:7][C:6]=2[CH2:5][N:4](C(OC(C)(C)C)=O)[CH2:3]1.C(OCC)(=O)C.[ClH:32]. (4) Given the product [CH3:1][O:2][CH2:3][C@H:4]([CH3:49])[CH2:5][O:6][CH2:7][C:8]1[CH:13]=[CH:12][C:11]([C@@H:14]2[C@@H:19]([O:20][CH2:21][C:22]3[CH:23]=[CH:24][C:25]4[O:30][CH2:29][CH2:28][N:27]([CH2:31][CH2:32][CH2:33][O:34][CH3:35])[C:26]=4[CH:36]=3)[CH2:18][N:17]([S:37]([C:40]3[CH:45]=[CH:44][C:43]([CH3:46])=[CH:42][CH:41]=3)(=[O:38])=[O:39])[C@H:16]([CH2:47][O:48][S:37]([CH3:40])(=[O:39])=[O:38])[CH2:15]2)=[CH:10][CH:9]=1, predict the reactants needed to synthesize it. The reactants are: [CH3:1][O:2][CH2:3][C@H:4]([CH3:49])[CH2:5][O:6][CH2:7][C:8]1[CH:13]=[CH:12][C:11]([C@@H:14]2[C@@H:19]([O:20][CH2:21][C:22]3[CH:23]=[CH:24][C:25]4[O:30][CH2:29][CH2:28][N:27]([CH2:31][CH2:32][CH2:33][O:34][CH3:35])[C:26]=4[CH:36]=3)[CH2:18][N:17]([S:37]([C:40]3[CH:45]=[CH:44][C:43]([CH3:46])=[CH:42][CH:41]=3)(=[O:39])=[O:38])[C@H:16]([CH2:47][OH:48])[CH2:15]2)=[CH:10][CH:9]=1.